From a dataset of Reaction yield outcomes from USPTO patents with 853,638 reactions. Predict the reaction yield, written as a fraction of the theoretical maximum amount of product (1.0 means a 100% yield; for example, 0.34 means a 34% yield). (1) The reactants are [CH2:1]([NH:8][C:9]([C:11]1[S:15][CH:14]=[N:13][C:12]=1[CH3:16])=[O:10])[C:2]1[CH:7]=[CH:6][CH:5]=[CH:4][CH:3]=1.C[Si]([N-][Si](C)(C)C)(C)C.[Li+].CN(C)[CH:29]=[O:30]. The catalyst is O1CCCC1. The product is [CH2:1]([NH:8][C:9]([C:11]1[S:15][C:14]([CH:29]=[O:30])=[N:13][C:12]=1[CH3:16])=[O:10])[C:2]1[CH:3]=[CH:4][CH:5]=[CH:6][CH:7]=1. The yield is 0.980. (2) The reactants are COC(=O)[CH2:4][NH:5][CH2:6][C@H:7]1[CH2:11][CH2:10][CH2:9][N:8]1[C:12]([O:14]C(C)(C)C)=O.FC(F)(F)C(O)=O. The catalyst is C(Cl)Cl. The product is [CH2:6]1[NH:5][CH2:4][C:12](=[O:14])[N:8]2[CH2:9][CH2:10][CH2:11][C@H:7]12. The yield is 0.990. (3) The yield is 0.830. The product is [F:7][C:8]([F:12])([F:11])[CH2:9][CH2:10][S:1][CH2:2][CH2:3][C:4]([OH:6])=[O:5]. The reactants are [SH:1][CH2:2][CH2:3][C:4]([OH:6])=[O:5].[F:7][C:8]([F:12])([F:11])[CH:9]=[CH2:10]. The catalyst is N(C(C)(C)C#N)=NC(C)(C)C#N.C(C1C=CC=CC=1)(=O)CCCCCCC.C1(C)C=CC=CC=1. (4) The reactants are [CH2:1]([NH:8][C:9](=[O:20])[NH:10][CH2:11][C:12]([CH3:19])([CH3:18])[C:13]([O:15]CC)=[O:14])[C:2]1[CH:7]=[CH:6][CH:5]=[CH:4][CH:3]=1.O.[OH-].[Li+]. No catalyst specified. The product is [CH2:1]([NH:8][C:9](=[O:20])[NH:10][CH2:11][C:12]([CH3:18])([CH3:19])[C:13]([OH:15])=[O:14])[C:2]1[CH:3]=[CH:4][CH:5]=[CH:6][CH:7]=1. The yield is 0.507. (5) No catalyst specified. The reactants are C([NH:5][C:6]1[C:15]2[CH:14]=[CH:13][CH:12]=[C:11]([C:16]([NH:18][C:19]3[CH:24]=[C:23]([NH:25][C:26]([NH:28][C:29]4[CH:34]=[CH:33][C:32](Cl)=[C:31]([C:36]([F:39])([F:38])[F:37])[CH:30]=4)=[O:27])[CH:22]=[CH:21][C:20]=3[CH3:40])=[O:17])[C:10]=2[CH:9]=[CH:8][N:7]=1)(C)(C)C.N(C1C=CC=C(C(F)(F)F)C=1)=C=O. The product is [NH2:5][C:6]1[C:15]2[CH:14]=[CH:13][CH:12]=[C:11]([C:16]([NH:18][C:19]3[CH:24]=[C:23]([NH:25][C:26]([NH:28][C:29]4[CH:34]=[CH:33][CH:32]=[C:31]([C:36]([F:38])([F:37])[F:39])[CH:30]=4)=[O:27])[CH:22]=[CH:21][C:20]=3[CH3:40])=[O:17])[C:10]=2[CH:9]=[CH:8][N:7]=1. The yield is 0.0900. (6) The reactants are [H-].[Na+].[Br:3][C:4]1[N:5]=[CH:6][CH:7]=[C:8]2[CH:12]=[N:11][NH:10][C:9]=12.I[CH3:14]. The catalyst is CN(C=O)C. The product is [Br:3][C:4]1[C:9]2=[N:10][N:11]([CH3:14])[CH:12]=[C:8]2[CH:7]=[CH:6][N:5]=1. The yield is 0.0900. (7) The product is [NH2:1][C:2]1[C:7]([F:8])=[C:6]([C:9]2[CH:14]=[CH:13][C:12]([Cl:15])=[C:11]([O:16][CH3:17])[C:10]=2[F:18])[N:5]=[C:4]([C:19]([OH:21])=[O:20])[C:3]=1[O:23][CH3:24]. The yield is 0.900. The catalyst is CO. The reactants are [NH2:1][C:2]1[C:7]([F:8])=[C:6]([C:9]2[CH:14]=[CH:13][C:12]([Cl:15])=[C:11]([O:16][CH3:17])[C:10]=2[F:18])[N:5]=[C:4]([C:19]([O:21]C)=[O:20])[C:3]=1[O:23][CH3:24].[OH-].[Na+].Cl. (8) The reactants are [CH2:1]([O:3][C:4]([C:6]1[N:7]=[C:8]([C:37]([F:40])([F:39])[F:38])[N:9]2[CH2:14][CH2:13][N:12]([C:15](=[O:36])[CH2:16][C@H:17]([NH:28]C(OC(C)(C)C)=O)[CH2:18][C:19]3[CH:24]=[C:23]([F:25])[C:22]([F:26])=[CH:21][C:20]=3[F:27])[CH2:11][C:10]=12)=[O:5])[CH3:2].[ClH:41]. The catalyst is C(OCC)(=O)C. The product is [ClH:41].[CH2:1]([O:3][C:4]([C:6]1[N:7]=[C:8]([C:37]([F:39])([F:40])[F:38])[N:9]2[CH2:14][CH2:13][N:12]([C:15](=[O:36])[CH2:16][C@H:17]([NH2:28])[CH2:18][C:19]3[CH:24]=[C:23]([F:25])[C:22]([F:26])=[CH:21][C:20]=3[F:27])[CH2:11][C:10]=12)=[O:5])[CH3:2]. The yield is 0.990.